Dataset: Reaction yield outcomes from USPTO patents with 853,638 reactions. Task: Predict the reaction yield, written as a fraction of the theoretical maximum amount of product (1.0 means a 100% yield; for example, 0.34 means a 34% yield). The reactants are [NH2:1][C:2]1[CH:3]=[C:4]([NH:9][C:10](=[O:22])[C:11]2[CH:16]=[CH:15][CH:14]=[C:13]([C:17]([C:20]#[N:21])([CH3:19])[CH3:18])[CH:12]=2)[CH:5]=[CH:6][C:7]=1[CH3:8].C(N(C(C)C)C(C)C)C.Cl[C:33]1[N:38]=[C:37]([S:39][C:40]#[N:41])[C:36]([N+:42]([O-:44])=[O:43])=[CH:35][N:34]=1.C(=O)([O-])O.[Na+]. The catalyst is O1CCCC1. The product is [C:20]([C:17]([C:13]1[CH:12]=[C:11]([C:10]([NH:9][C:4]2[CH:5]=[CH:6][C:7]([CH3:8])=[C:2]([NH:1][C:33]3[N:38]=[C:37]([S:39][C:40]#[N:41])[C:36]([N+:42]([O-:44])=[O:43])=[CH:35][N:34]=3)[CH:3]=2)=[O:22])[CH:16]=[CH:15][CH:14]=1)([CH3:19])[CH3:18])#[N:21]. The yield is 0.880.